From a dataset of Full USPTO retrosynthesis dataset with 1.9M reactions from patents (1976-2016). Predict the reactants needed to synthesize the given product. (1) Given the product [F:24][C:12]1[CH:13]=[C:14]([O:17][C:18]2[CH:23]=[CH:22][CH:21]=[CH:20][CH:19]=2)[CH:15]=[CH:16][C:11]=1[C:10]1[C:3]2[C:4](=[N:5][CH:6]=[N:7][C:2]=2[NH2:1])[N:8]([C@@H:25]2[CH2:30][CH2:29][CH2:28][NH:27][CH2:26]2)[N:9]=1, predict the reactants needed to synthesize it. The reactants are: [NH2:1][C:2]1[N:7]=[CH:6][N:5]=[C:4]2[N:8]([C@@H:25]3[CH2:30][CH2:29][CH2:28][N:27](C(OC(C)(C)C)=O)[CH2:26]3)[N:9]=[C:10]([C:11]3[CH:16]=[CH:15][C:14]([O:17][C:18]4[CH:23]=[CH:22][CH:21]=[CH:20][CH:19]=4)=[CH:13][C:12]=3[F:24])[C:3]=12. (2) Given the product [Si:1]([O:8][C@H:9]1[CH2:18][C:17]2([CH2:21][CH2:20][CH2:19]2)[CH2:16][C:15]2[N:14]=[C:13]([CH:22]([CH3:24])[CH3:23])[C:12]([C@@H:25]([C:27]3[CH:32]=[CH:31][C:30]([C:33]([F:36])([F:35])[F:34])=[CH:29][CH:28]=3)[OH:26])=[C:11]([C:41]3[CH2:42][CH2:43][O:38][CH2:39][CH:40]=3)[C:10]1=2)([C:4]([CH3:7])([CH3:6])[CH3:5])([CH3:3])[CH3:2], predict the reactants needed to synthesize it. The reactants are: [Si:1]([O:8][C@H:9]1[CH2:18][C:17]2([CH2:21][CH2:20][CH2:19]2)[CH2:16][C:15]2[N:14]=[C:13]([CH:22]([CH3:24])[CH3:23])[C:12]([C@@H:25]([C:27]3[CH:32]=[CH:31][C:30]([C:33]([F:36])([F:35])[F:34])=[CH:29][CH:28]=3)[OH:26])=[C:11](I)[C:10]1=2)([C:4]([CH3:7])([CH3:6])[CH3:5])([CH3:3])[CH3:2].[O:38]1[CH2:43][CH:42]=[C:41](B2OC(C)(C)C(C)(C)O2)[CH2:40][CH2:39]1.